From a dataset of NCI-60 drug combinations with 297,098 pairs across 59 cell lines. Regression. Given two drug SMILES strings and cell line genomic features, predict the synergy score measuring deviation from expected non-interaction effect. (1) Drug 1: C1CN1C2=NC(=NC(=N2)N3CC3)N4CC4. Drug 2: CN(C)C1=NC(=NC(=N1)N(C)C)N(C)C. Cell line: HT29. Synergy scores: CSS=37.8, Synergy_ZIP=-7.27, Synergy_Bliss=0.360, Synergy_Loewe=0.0416, Synergy_HSA=0.0642. (2) Drug 1: CC1C(C(CC(O1)OC2CC(CC3=C2C(=C4C(=C3O)C(=O)C5=C(C4=O)C(=CC=C5)OC)O)(C(=O)C)O)N)O.Cl. Drug 2: CC1=C(N=C(N=C1N)C(CC(=O)N)NCC(C(=O)N)N)C(=O)NC(C(C2=CN=CN2)OC3C(C(C(C(O3)CO)O)O)OC4C(C(C(C(O4)CO)O)OC(=O)N)O)C(=O)NC(C)C(C(C)C(=O)NC(C(C)O)C(=O)NCCC5=NC(=CS5)C6=NC(=CS6)C(=O)NCCC[S+](C)C)O. Cell line: HCT116. Synergy scores: CSS=53.8, Synergy_ZIP=-0.792, Synergy_Bliss=-0.958, Synergy_Loewe=-7.09, Synergy_HSA=2.02. (3) Drug 1: CC1C(C(CC(O1)OC2CC(CC3=C2C(=C4C(=C3O)C(=O)C5=C(C4=O)C(=CC=C5)OC)O)(C(=O)CO)O)N)O.Cl. Drug 2: CC1=C(C(=O)C2=C(C1=O)N3CC4C(C3(C2COC(=O)N)OC)N4)N. Cell line: T-47D. Synergy scores: CSS=5.36, Synergy_ZIP=0.423, Synergy_Bliss=2.21, Synergy_Loewe=-4.30, Synergy_HSA=-3.60. (4) Drug 1: C1=CC(=CC=C1CCC2=CNC3=C2C(=O)NC(=N3)N)C(=O)NC(CCC(=O)O)C(=O)O. Drug 2: CC1=C(N=C(N=C1N)C(CC(=O)N)NCC(C(=O)N)N)C(=O)NC(C(C2=CN=CN2)OC3C(C(C(C(O3)CO)O)O)OC4C(C(C(C(O4)CO)O)OC(=O)N)O)C(=O)NC(C)C(C(C)C(=O)NC(C(C)O)C(=O)NCCC5=NC(=CS5)C6=NC(=CS6)C(=O)NCCC[S+](C)C)O. Cell line: RPMI-8226. Synergy scores: CSS=49.0, Synergy_ZIP=5.03, Synergy_Bliss=3.30, Synergy_Loewe=-8.51, Synergy_HSA=1.14. (5) Cell line: U251. Synergy scores: CSS=11.6, Synergy_ZIP=-3.87, Synergy_Bliss=-1.88, Synergy_Loewe=-1.98, Synergy_HSA=0.0305. Drug 2: C(=O)(N)NO. Drug 1: CN(C)N=NC1=C(NC=N1)C(=O)N. (6) Drug 1: CC1=C2C(C(=O)C3(C(CC4C(C3C(C(C2(C)C)(CC1OC(=O)C(C(C5=CC=CC=C5)NC(=O)OC(C)(C)C)O)O)OC(=O)C6=CC=CC=C6)(CO4)OC(=O)C)O)C)O. Drug 2: C1=CN(C=N1)CC(O)(P(=O)(O)O)P(=O)(O)O. Cell line: A549. Synergy scores: CSS=-0.951, Synergy_ZIP=2.88, Synergy_Bliss=4.60, Synergy_Loewe=1.84, Synergy_HSA=1.35. (7) Cell line: LOX IMVI. Drug 2: CN1C2=C(C=C(C=C2)N(CCCl)CCCl)N=C1CCCC(=O)O.Cl. Drug 1: CC1=CC2C(CCC3(C2CCC3(C(=O)C)OC(=O)C)C)C4(C1=CC(=O)CC4)C. Synergy scores: CSS=-2.00, Synergy_ZIP=-4.59, Synergy_Bliss=-11.3, Synergy_Loewe=-12.6, Synergy_HSA=-10.2.